Dataset: Catalyst prediction with 721,799 reactions and 888 catalyst types from USPTO. Task: Predict which catalyst facilitates the given reaction. (1) Reactant: [NH2:1][C:2]1[C:11]2[N:12]=[C:13]([CH2:20][O:21]C)[N:14]([CH2:15][C:16]([CH3:19])([OH:18])[CH3:17])[C:10]=2[C:9]2[CH:8]=[CH:7][C:6]([CH2:23][CH2:24][C:25]([N:27]3[CH2:32][CH2:31][O:30][CH2:29][CH2:28]3)=[O:26])=[CH:5][C:4]=2[N:3]=1.CO. Product: [NH2:1][C:2]1[C:11]2[N:12]=[C:13]([CH2:20][OH:21])[N:14]([CH2:15][C:16]([CH3:17])([OH:18])[CH3:19])[C:10]=2[C:9]2[CH:8]=[CH:7][C:6]([CH2:23][CH2:24][C:25]([N:27]3[CH2:32][CH2:31][O:30][CH2:29][CH2:28]3)=[O:26])=[CH:5][C:4]=2[N:3]=1. The catalyst class is: 22. (2) Reactant: [C:1]([O:5][C@@H:6]([C:11]1[C:40]([CH3:41])=[N:39][C:38]2=[CH:42][C:35]3=[N:36][N:37]2[C:12]=1[N:13]1[CH2:50][CH2:49][C:16]([CH3:51])([O:17][CH2:18][CH2:19][CH2:20][CH2:21][C@H:22]([CH3:48])[O:23][C:24]2[CH:25]=[CH:26][C:27]([C:44]([F:47])([F:46])[F:45])=[CH:28][C:29]=2[C:30]2[CH:43]=[C:34]3[CH:33]=[CH:32][CH:31]=2)[CH2:15][CH2:14]1)[C:7]([O:9]C)=[O:8])([CH3:4])([CH3:3])[CH3:2].[OH-].[Na+]. Product: [C:1]([O:5][C@@H:6]([C:11]1[C:40]([CH3:41])=[N:39][C:38]2=[CH:42][C:35]3=[N:36][N:37]2[C:12]=1[N:13]1[CH2:14][CH2:15][C:16]([CH3:51])([O:17][CH2:18][CH2:19][CH2:20][CH2:21][C@H:22]([CH3:48])[O:23][C:24]2[CH:25]=[CH:26][C:27]([C:44]([F:47])([F:46])[F:45])=[CH:28][C:29]=2[C:30]2[CH:43]=[C:34]3[CH:33]=[CH:32][CH:31]=2)[CH2:49][CH2:50]1)[C:7]([OH:9])=[O:8])([CH3:4])([CH3:2])[CH3:3]. The catalyst class is: 5. (3) Reactant: [C:1]([C:3]1[CH:4]=[C:5]([C:11]2[O:15][N:14]=[C:13]([C:16]3[CH:24]=[CH:23][C:22]4[N:21]5[CH2:25][CH2:26][CH:27]([CH2:28][C:29]([O:31]C(C)(C)C)=[O:30])[C:20]5=[CH:19][C:18]=4[CH:17]=3)[N:12]=2)[CH:6]=[CH:7][C:8]=1[O:9][CH3:10])#[N:2].C([SiH](C(C)C)C(C)C)(C)C.C(O)(C(F)(F)F)=O. Product: [C:1]([C:3]1[CH:4]=[C:5]([C:11]2[O:15][N:14]=[C:13]([C:16]3[CH:24]=[CH:23][C:22]4[N:21]5[CH2:25][CH2:26][CH:27]([CH2:28][C:29]([OH:31])=[O:30])[C:20]5=[CH:19][C:18]=4[CH:17]=3)[N:12]=2)[CH:6]=[CH:7][C:8]=1[O:9][CH3:10])#[N:2]. The catalyst class is: 2.